From a dataset of Forward reaction prediction with 1.9M reactions from USPTO patents (1976-2016). Predict the product of the given reaction. (1) Given the reactants C(OC(=O)[NH:7][C:8]1[S:9][C:10]2[CH:16]=[C:15]([CH2:17][N:18]3[CH:22]=[CH:21][N:20]=[CH:19]3)[CH:14]=[C:13]([C:23]3[CH:28]=[CH:27][CH:26]=[C:25]([N+:29]([O-:31])=[O:30])[CH:24]=3)[C:11]=2[N:12]=1)(C)(C)C.[ClH:33], predict the reaction product. The product is: [ClH:33].[N:18]1([CH2:17][C:15]2[CH:14]=[C:13]([C:23]3[CH:28]=[CH:27][CH:26]=[C:25]([N+:29]([O-:31])=[O:30])[CH:24]=3)[C:11]3[N:12]=[C:8]([NH2:7])[S:9][C:10]=3[CH:16]=2)[CH:22]=[CH:21][N:20]=[CH:19]1. (2) Given the reactants [F:1][C:2]1[C:7]([NH2:8])=[CH:6][CH:5]=[C:4]([F:9])[C:3]=1[NH:10][C:11]1[C:16]([C:17]2[N:25]=[CH:24][N:23]=[C:22]3[C:18]=2[N:19]=[CH:20][N:21]3[CH:26]2[CH2:31][CH2:30][CH2:29][CH2:28][O:27]2)=[CH:15][CH:14]=[CH:13][N:12]=1.[Cl:32][C:33]1[CH:34]=[C:35]([S:40](Cl)(=[O:42])=[O:41])[CH:36]=[CH:37][C:38]=1[F:39].N1C=CC=CC=1, predict the reaction product. The product is: [Cl:32][C:33]1[CH:34]=[C:35]([S:40]([NH:8][C:7]2[CH:6]=[CH:5][C:4]([F:9])=[C:3]([NH:10][C:11]3[C:16]([C:17]4[N:25]=[CH:24][N:23]=[C:22]5[C:18]=4[N:19]=[CH:20][N:21]5[CH:26]4[CH2:31][CH2:30][CH2:29][CH2:28][O:27]4)=[CH:15][CH:14]=[CH:13][N:12]=3)[C:2]=2[F:1])(=[O:41])=[O:42])[CH:36]=[CH:37][C:38]=1[F:39]. (3) The product is: [CH2:25]([N:24]([CH2:23][CH2:22][C:17]1[CH:18]=[CH:19][CH:20]=[CH:21][N:16]=1)[C:31](=[O:32])[O:33][CH3:34])[CH2:26][CH2:27][CH2:28][CH3:29]. Given the reactants N1C=CC=CC=1CCN.C(I)CCCC.[N:16]1[CH:21]=[CH:20][CH:19]=[CH:18][C:17]=1[CH2:22][CH2:23][NH:24][CH2:25][CH2:26][CH2:27][CH2:28][CH3:29].Cl[C:31]([O:33][CH3:34])=[O:32], predict the reaction product.